From a dataset of Peptide-MHC class I binding affinity with 185,985 pairs from IEDB/IMGT. Regression. Given a peptide amino acid sequence and an MHC pseudo amino acid sequence, predict their binding affinity value. This is MHC class I binding data. (1) The peptide sequence is YSFSRAYTL. The MHC is HLA-A32:15 with pseudo-sequence HLA-A32:15. The binding affinity (normalized) is 0.706. (2) The peptide sequence is AQFSPQYL. The MHC is HLA-C06:02 with pseudo-sequence HLA-C06:02. The binding affinity (normalized) is 0.244. (3) The peptide sequence is VVYGYFIWY. The MHC is HLA-A31:01 with pseudo-sequence HLA-A31:01. The binding affinity (normalized) is 0.111. (4) The peptide sequence is LYIIKLVFLW. The MHC is HLA-A23:01 with pseudo-sequence HLA-A23:01. The binding affinity (normalized) is 1.00. (5) The peptide sequence is LQKVPHTRY. The MHC is HLA-B58:01 with pseudo-sequence HLA-B58:01. The binding affinity (normalized) is 0.0847. (6) The peptide sequence is GYRWMCLRRFI. The MHC is Patr-A0901 with pseudo-sequence Patr-A0901. The binding affinity (normalized) is 0.401. (7) The peptide sequence is YSSMTSDSK. The MHC is HLA-A11:01 with pseudo-sequence HLA-A11:01. The binding affinity (normalized) is 0.783.